This data is from Tyrosyl-DNA phosphodiesterase HTS with 341,365 compounds. The task is: Binary Classification. Given a drug SMILES string, predict its activity (active/inactive) in a high-throughput screening assay against a specified biological target. (1) The drug is O(C(=O)C=1C(NC(=O)NC1CN(Cc1ccccc1)CC)c1ccc(OC)cc1)CC. The result is 0 (inactive). (2) The molecule is Clc1n2c(oc3c2cccc3)c(c1C(OC)=O)C(OC)=O. The result is 0 (inactive). (3) The molecule is S1(=O)(=O)CC(N(C)C(=O)CSc2o\c([nH]n2)=C2/c3c(N=C2)cccc3)CC1. The result is 0 (inactive). (4) The molecule is Clc1ccc(N2CC(CC2=O)C(=O)Nc2ccc(S(=O)(=O)N3CCCCC3)cc2)cc1. The result is 0 (inactive). (5) The molecule is O=C(N1CCN(CC1)c1ccc(OC)cc1)NCc1ccc(cc1)C. The result is 0 (inactive).